Dataset: Forward reaction prediction with 1.9M reactions from USPTO patents (1976-2016). Task: Predict the product of the given reaction. (1) Given the reactants [CH3:1][C:2]1[CH:3]=[C:4]([CH:7]=[C:8]([CH3:11])[C:9]=1[OH:10])[C:5]#[N:6].[CH3:12][C:13]1([CH3:20])[O:17][CH:16]([CH2:18]O)[CH2:15][O:14]1.C1(P(C2C=CC=CC=2)C2C=CC=CC=2)C=CC=CC=1.CCOC(/N=N/C(OCC)=O)=O, predict the reaction product. The product is: [CH3:12][C:13]1([CH3:20])[O:17][CH:16]([CH2:18][O:10][C:9]2[C:8]([CH3:11])=[CH:7][C:4]([C:5]#[N:6])=[CH:3][C:2]=2[CH3:1])[CH2:15][O:14]1. (2) Given the reactants [Cl:1][C:2]1[CH:3]=[CH:4][C:5]2[N:6]([C:8]([C:18]3[CH:23]=[CH:22][N:21]=[C:20]([NH:24]C(=O)OC(C)(C)C)[CH:19]=3)=[C:9]([C:11]3[CH:16]=[CH:15][C:14]([Cl:17])=[CH:13][CH:12]=3)[N:10]=2)[N:7]=1.Cl, predict the reaction product. The product is: [Cl:1][C:2]1[CH:3]=[CH:4][C:5]2[N:6]([C:8]([C:18]3[CH:23]=[CH:22][N:21]=[C:20]([NH2:24])[CH:19]=3)=[C:9]([C:11]3[CH:12]=[CH:13][C:14]([Cl:17])=[CH:15][CH:16]=3)[N:10]=2)[N:7]=1. (3) Given the reactants [Cl:1][C:2]1[CH:7]=[C:6]([Cl:8])[CH:5]=[CH:4][C:3]=1[C:9](=O)[CH2:10][C:11](=O)[C:12]([F:15])([F:14])[F:13].[NH2:18][C:19]1[C:23]([C:24]#[N:25])=[CH:22][NH:21][N:20]=1, predict the reaction product. The product is: [Cl:1][C:2]1[CH:7]=[C:6]([Cl:8])[CH:5]=[CH:4][C:3]=1[C:9]1[CH:10]=[C:11]([C:12]([F:15])([F:14])[F:13])[N:20]2[N:21]=[CH:22][C:23]([C:24]#[N:25])=[C:19]2[N:18]=1. (4) Given the reactants [CH2:1]([NH:8][C:9]1[C:14]([C:15]([C:17]2[C:25]3[C:20](=[CH:21][C:22]([Cl:26])=[CH:23][CH:24]=3)[NH:19][CH:18]=2)=[O:16])=[CH:13][CH:12]=[CH:11][N:10]=1)[C:2]1[CH:7]=[CH:6][CH:5]=[CH:4][CH:3]=1.[H-].[Na+].[CH3:29]I, predict the reaction product. The product is: [CH2:1]([NH:8][C:9]1[C:14]([C:15]([C:17]2[C:25]3[C:20](=[CH:21][C:22]([Cl:26])=[CH:23][CH:24]=3)[N:19]([CH3:29])[CH:18]=2)=[O:16])=[CH:13][CH:12]=[CH:11][N:10]=1)[C:2]1[CH:7]=[CH:6][CH:5]=[CH:4][CH:3]=1. (5) The product is: [C:12]([C:13]1[CH:14]=[C:15]([NH2:16])[N:9]([C:4]2[CH:5]=[CH:6][C:7]([CH3:8])=[C:2]([I:1])[CH:3]=2)[N:10]=1)([CH3:19])([CH3:18])[CH3:11]. Given the reactants [I:1][C:2]1[CH:3]=[C:4]([NH:9][NH2:10])[CH:5]=[CH:6][C:7]=1[CH3:8].[CH3:11][C:12]([CH3:19])([CH3:18])[C:13](=O)[CH2:14][C:15]#[N:16].Cl.[OH-].[Na+], predict the reaction product. (6) Given the reactants [CH2:1]([C:4]1[NH:8][C:7]([CH:9]=[O:10])=[CH:6][CH:5]=1)[CH2:2][CH3:3].Br[CH2:12][C:13]1[CH:18]=[CH:17][C:16]([C:19]2[CH:24]=[CH:23][CH:22]=[CH:21][C:20]=2[C:25]2[N:29]([C:30]([C:43]3[CH:48]=[CH:47][CH:46]=[CH:45][CH:44]=3)([C:37]3[CH:42]=[CH:41][CH:40]=[CH:39][CH:38]=3)[C:31]3[CH:36]=[CH:35][CH:34]=[CH:33][CH:32]=3)[N:28]=[N:27][N:26]=2)=[CH:15][CH:14]=1, predict the reaction product. The product is: [CH2:1]([C:4]1[N:8]([CH2:12][C:13]2[CH:14]=[CH:15][C:16]([C:19]3[CH:24]=[CH:23][CH:22]=[CH:21][C:20]=3[C:25]3[N:29]([C:30]([C:43]4[CH:48]=[CH:47][CH:46]=[CH:45][CH:44]=4)([C:37]4[CH:38]=[CH:39][CH:40]=[CH:41][CH:42]=4)[C:31]4[CH:36]=[CH:35][CH:34]=[CH:33][CH:32]=4)[N:28]=[N:27][N:26]=3)=[CH:17][CH:18]=2)[C:7]([CH:9]=[O:10])=[CH:6][CH:5]=1)[CH2:2][CH3:3].